Dataset: Reaction yield outcomes from USPTO patents with 853,638 reactions. Task: Predict the reaction yield, written as a fraction of the theoretical maximum amount of product (1.0 means a 100% yield; for example, 0.34 means a 34% yield). (1) The reactants are [CH:1]([C:4]1[CH:9]=[CH:8][CH:7]=[CH:6][C:5]=1[NH:10][C:11](NC1C=C2C(=CC=1)N(CCC)NC2=O)=[O:12])([CH3:3])[CH3:2].C(N1C2C(=CC([N+]([O-])=O)=CC=2)C(=O)N1)C=C. No catalyst specified. The product is [CH:1]([C:4]1[CH:9]=[CH:8][CH:7]=[CH:6][C:5]=1[N:10]=[C:11]=[O:12])([CH3:3])[CH3:2]. The yield is 0.830. (2) The reactants are [Cl:1][C:2]1[C:3]([O:17][CH2:18][CH:19]([CH3:21])[CH3:20])=[N:4][CH:5]=[C:6](B2OC(C)(C)C(C)(C)O2)[CH:7]=1.[OH:22]O. The catalyst is O1CCCC1.C([O-])(=O)C. The product is [Cl:1][C:2]1[CH:7]=[C:6]([OH:22])[CH:5]=[N:4][C:3]=1[O:17][CH2:18][CH:19]([CH3:21])[CH3:20]. The yield is 1.00. (3) The reactants are [CH3:1][O:2][C:3](=[O:15])[C:4]1[CH:9]=[C:8](I)[C:7]([CH:11]([F:13])[F:12])=[CH:6][C:5]=1[NH2:14].[CH3:16][N:17]1[C:21]([Sn](CCCC)(CCCC)CCCC)=[CH:20][CH:19]=[N:18]1. The catalyst is O1CCOCC1.Cl[Pd](Cl)([P](C1C=CC=CC=1)(C1C=CC=CC=1)C1C=CC=CC=1)[P](C1C=CC=CC=1)(C1C=CC=CC=1)C1C=CC=CC=1. The product is [CH3:1][O:2][C:3](=[O:15])[C:4]1[CH:9]=[C:8]([C:21]2[N:17]([CH3:16])[N:18]=[CH:19][CH:20]=2)[C:7]([CH:11]([F:13])[F:12])=[CH:6][C:5]=1[NH2:14]. The yield is 0.310. (4) The catalyst is C(Cl)Cl. The product is [C:29](=[O:39])([O:30][CH2:31][CH:32]([CH2:36][C:37]#[CH:38])[CH2:33][C:34]#[CH:35])[O:21][C@H:7]([CH2:8][O:9][C:10]1[C:11]([N:15]2[CH2:20][CH2:19][O:18][CH2:17][CH2:16]2)=[N:12][S:13][N:14]=1)[CH2:6][NH:5][C:2]([CH3:1])([CH3:3])[CH3:4]. The yield is 0.280. The reactants are [CH3:1][C:2]([NH:5][CH2:6][C@H:7]([OH:21])[CH2:8][O:9][C:10]1[C:11]([N:15]2[CH2:20][CH2:19][O:18][CH2:17][CH2:16]2)=[N:12][S:13][N:14]=1)([CH3:4])[CH3:3].C(N(CC)CC)C.[C:29](Cl)(=[O:39])[O:30][CH2:31][CH:32]([CH2:36][C:37]#[CH:38])[CH2:33][C:34]#[CH:35]. (5) The catalyst is O. The reactants are CO.[CH3:3][C:4]1[CH:9]=[CH:8][C:7]([C:10]([C:36]2[CH:41]=[CH:40][C:39]([CH3:42])=[CH:38][CH:37]=2)([OH:35])[CH:11]2[CH2:16][CH2:15][N:14]([CH2:17][CH2:18][CH2:19][CH:20]([C:22]3[CH:27]=[CH:26][C:25]([C:28]([CH3:34])([CH3:33])[C:29]([O:31]C)=[O:30])=[CH:24][CH:23]=3)[OH:21])[CH2:13][CH2:12]2)=[CH:6][CH:5]=1.[OH-].[Na+]. The yield is 0.340. The product is [CH3:42][C:39]1[CH:38]=[CH:37][C:36]([C:10]([C:7]2[CH:6]=[CH:5][C:4]([CH3:3])=[CH:9][CH:8]=2)([OH:35])[CH:11]2[CH2:16][CH2:15][N:14]([CH2:17][CH2:18][CH2:19][CH:20]([C:22]3[CH:27]=[CH:26][C:25]([C:28]([CH3:34])([CH3:33])[C:29]([OH:31])=[O:30])=[CH:24][CH:23]=3)[OH:21])[CH2:13][CH2:12]2)=[CH:41][CH:40]=1.